Predict the product of the given reaction. From a dataset of Forward reaction prediction with 1.9M reactions from USPTO patents (1976-2016). (1) The product is: [OH:7][C@@H:8]([CH2:12][C:13]1[CH:18]=[CH:17][CH:16]=[CH:15][CH:14]=1)[C:9]([O:11][CH3:5])=[O:10]. Given the reactants S(Cl)(Cl)=O.[CH3:5]O.[OH:7][C@@H:8]([CH2:12][C:13]1[CH:18]=[CH:17][CH:16]=[CH:15][CH:14]=1)[C:9]([OH:11])=[O:10].[OH-].[Na+], predict the reaction product. (2) The product is: [CH2:1]([O:3][C:4]([C:5]1[N:10]=[C:11]2[CH:16]=[CH:15][C:14]([I:17])=[CH:13][N:12]2[CH:6]=1)=[O:9])[CH3:2]. Given the reactants [CH2:1]([O:3][C:4](=[O:9])[C:5](=O)[CH2:6]Br)[CH3:2].[NH2:10][C:11]1[CH:16]=[CH:15][C:14]([I:17])=[CH:13][N:12]=1, predict the reaction product. (3) Given the reactants [C:1]([O:5][C:6]([N:8]1[CH2:12][CH2:11][C@:10]([CH3:38])([NH:13][C:14]2[CH:15]=[C:16]3[C:25](=[CH:26][CH:27]=2)[O:24][CH2:23][C:22]2[N:17]3[CH:18]([CH3:37])[C:19](=[O:36])[N:20](COCC[Si](C)(C)C)[N:21]=2)[CH2:9]1)=[O:7])([CH3:4])([CH3:3])[CH3:2].CCCC[N+](CCCC)(CCCC)CCCC.[F-], predict the reaction product. The product is: [C:1]([O:5][C:6]([N:8]1[CH2:12][CH2:11][C@:10]([CH3:38])([NH:13][C:14]2[CH:15]=[C:16]3[C:25](=[CH:26][CH:27]=2)[O:24][CH2:23][C:22]2[N:17]3[CH:18]([CH3:37])[C:19](=[O:36])[NH:20][N:21]=2)[CH2:9]1)=[O:7])([CH3:4])([CH3:2])[CH3:3]. (4) Given the reactants [CH:1]([NH:4][CH2:5][C:6]1[CH:11]=[CH:10][CH:9]=[CH:8][CH:7]=1)([CH3:3])[CH3:2].Cl[S:13]([C:16]1[CH:21]=[CH:20][C:19]([CH2:22][C:23]([OH:25])=[O:24])=[CH:18][CH:17]=1)(=[O:15])=[O:14], predict the reaction product. The product is: [CH2:5]([N:4]([CH:1]([CH3:3])[CH3:2])[S:13]([C:16]1[CH:17]=[CH:18][C:19]([CH2:22][C:23]([OH:25])=[O:24])=[CH:20][CH:21]=1)(=[O:15])=[O:14])[C:6]1[CH:11]=[CH:10][CH:9]=[CH:8][CH:7]=1. (5) Given the reactants [CH2:1]([O:3][P:4]([CH2:9][CH2:10][CH2:11][O:12][C:13]1[CH:28]=[CH:27][C:16]([CH2:17][CH2:18][NH:19]C(=O)OC(C)(C)C)=[CH:15][CH:14]=1)([O:6][CH2:7][CH3:8])=[O:5])[CH3:2].Cl.O1CCOCC1, predict the reaction product. The product is: [NH2:19][CH2:18][CH2:17][C:16]1[CH:15]=[CH:14][C:13]([O:12][CH2:11][CH2:10][CH2:9][P:4](=[O:5])([O:3][CH2:1][CH3:2])[O:6][CH2:7][CH3:8])=[CH:28][CH:27]=1.